This data is from Orexin1 receptor HTS with 218,158 compounds and 233 confirmed actives. The task is: Binary Classification. Given a drug SMILES string, predict its activity (active/inactive) in a high-throughput screening assay against a specified biological target. (1) The drug is O(C(C(=O)Nc1cc2OCOc2cc1)C)C(=O)c1c(onc1C)C. The result is 0 (inactive). (2) The molecule is Fc1cc(Nc2nc(NCC3OCCC3)nc(N)c2[N+]([O-])=O)ccc1. The result is 0 (inactive). (3) The molecule is O1C(CCC1)CNC(=O)COC(=O)Cc1cc(OC)c(OC)cc1. The result is 0 (inactive). (4) The result is 0 (inactive). The drug is S(CC(=O)N1CCOCC1)c1n(c(nn1)CCC)C. (5) The compound is S(CC(=O)c1oc2c(c1)cccc2)c1n(nnn1)c1ccc(O)cc1. The result is 0 (inactive).